Dataset: Forward reaction prediction with 1.9M reactions from USPTO patents (1976-2016). Task: Predict the product of the given reaction. (1) Given the reactants FC(F)(F)C([NH:5][CH2:6][C@@H:7]1[CH2:12][CH2:11][C@H:10]([NH:13][C:14]2[C:23]3[C:18](=[CH:19][CH:20]=[C:21]([O:24][CH3:25])[CH:22]=3)[N:17]=[C:16]([CH:26]=[CH:27][C:28]3[CH:33]=[CH:32][CH:31]=[CH:30][N:29]=3)[N:15]=2)[CH2:9][CH2:8]1)=O.C(=O)([O-])[O-].[K+].[K+], predict the reaction product. The product is: [NH2:5][CH2:6][C@@H:7]1[CH2:12][CH2:11][C@H:10]([NH:13][C:14]2[C:23]3[C:18](=[CH:19][CH:20]=[C:21]([O:24][CH3:25])[CH:22]=3)[N:17]=[C:16]([CH:26]=[CH:27][C:28]3[CH:33]=[CH:32][CH:31]=[CH:30][N:29]=3)[N:15]=2)[CH2:9][CH2:8]1. (2) Given the reactants [F:1][C:2]1[CH:7]=[CH:6][CH:5]=[CH:4][C:3]=1[N:8]1[C:12]([C:13]2[CH:18]=[CH:17][N:16]=[CH:15][CH:14]=2)=[C:11]([C:19]2[O:23][N:22]=[C:21]([C:24]3[CH:31]=[CH:30][C:27]([CH:28]=O)=[CH:26][CH:25]=3)[N:20]=2)[N:10]=[N:9]1.[NH:32]1[CH2:37][CH2:36][CH:35]([NH:38][S:39]([CH3:42])(=[O:41])=[O:40])[CH2:34][CH2:33]1, predict the reaction product. The product is: [F:1][C:2]1[CH:7]=[CH:6][CH:5]=[CH:4][C:3]=1[N:8]1[C:12]([C:13]2[CH:18]=[CH:17][N:16]=[CH:15][CH:14]=2)=[C:11]([C:19]2[O:23][N:22]=[C:21]([C:24]3[CH:31]=[CH:30][C:27]([CH2:28][N:32]4[CH2:33][CH2:34][CH:35]([NH:38][S:39]([CH3:42])(=[O:40])=[O:41])[CH2:36][CH2:37]4)=[CH:26][CH:25]=3)[N:20]=2)[N:10]=[N:9]1. (3) Given the reactants [CH3:1][O:2][C:3]1[CH:4]=[C:5]([C:11]2[S:15][C:14]3=[N:16][C:17]([CH3:19])=[CH:18][N:13]3[N:12]=2)[CH:6]=[CH:7][C:8]=1[O:9][CH3:10].C1C(=O)N([I:27])C(=O)C1, predict the reaction product. The product is: [CH3:1][O:2][C:3]1[CH:4]=[C:5]([C:11]2[S:15][C:14]3=[N:16][C:17]([CH3:19])=[C:18]([I:27])[N:13]3[N:12]=2)[CH:6]=[CH:7][C:8]=1[O:9][CH3:10]. (4) Given the reactants [C:1]([O:4][CH2:5][C@@H:6]1[C@@H:11]([O:12][C:13](=[O:15])[CH3:14])[C@H:10](OC(=O)C)[CH:9]=[CH:8][O:7]1)(=[O:3])[CH3:2].[C:20]([Si:24]([CH3:36])([CH3:35])[O:25][C:26]1[CH:27]=[C:28](B(O)O)[CH:29]=[CH:30][CH:31]=1)([CH3:23])([CH3:22])[CH3:21], predict the reaction product. The product is: [C:1]([O:4][CH2:5][C@@H:6]1[C@@H:11]([O:12][C:13](=[O:15])[CH3:14])[CH:10]=[CH:9][C@@H:8]([C:28]2[CH:29]=[CH:30][CH:31]=[C:26]([O:25][Si:24]([C:20]([CH3:23])([CH3:22])[CH3:21])([CH3:35])[CH3:36])[CH:27]=2)[O:7]1)(=[O:3])[CH3:2]. (5) Given the reactants [F:1][C:2]([F:15])([F:14])[O:3][C:4]1[CH:9]=[CH:8][C:7]([CH2:10][C:11]([OH:13])=[O:12])=[CH:6][CH:5]=1.C[Si]([N-][Si](C)(C)C)(C)C.[Na+].[Cl:26][CH2:27][CH2:28][CH2:29]I, predict the reaction product. The product is: [Cl:26][CH2:27][CH2:28][CH2:29][CH:10]([C:7]1[CH:6]=[CH:5][C:4]([O:3][C:2]([F:14])([F:15])[F:1])=[CH:9][CH:8]=1)[C:11]([OH:13])=[O:12]. (6) The product is: [CH3:14][Si:15]([C:18]#[C:19][C:2]1[CH:3]=[N:4][N:5]([C:7]([O:9][C:10]([CH3:13])([CH3:12])[CH3:11])=[O:8])[CH:6]=1)([CH3:17])[CH3:16]. Given the reactants I[C:2]1[CH:3]=[N:4][N:5]([C:7]([O:9][C:10]([CH3:13])([CH3:12])[CH3:11])=[O:8])[CH:6]=1.[CH3:14][Si:15]([C:18]#[CH:19])([CH3:17])[CH3:16].C(NC(C)C)(C)C.C1(P(C2C=CC=CC=2)C2C=CC=CC=2)C=CC=CC=1, predict the reaction product.